From a dataset of Reaction yield outcomes from USPTO patents with 853,638 reactions. Predict the reaction yield, written as a fraction of the theoretical maximum amount of product (1.0 means a 100% yield; for example, 0.34 means a 34% yield). (1) The reactants are Cl.[CH2:2]([N:4]([C:12]1[N:17]=[CH:16][N:15]=[C:14]2[N:18]([C:21]3[CH:26]=[CH:25][C:24]([S:27]([CH3:30])(=[O:29])=[O:28])=[CH:23][C:22]=3[F:31])[N:19]=[CH:20][C:13]=12)[CH2:5][CH:6]1[CH2:11][CH2:10][NH:9][CH2:8][CH2:7]1)[CH3:3].Br[C:33]1[CH:38]=[CH:37][CH:36]=[CH:35][N:34]=1.C(N(CC)CC)C. The catalyst is CN(C=O)C. The product is [CH2:2]([N:4]([C:12]1[N:17]=[CH:16][N:15]=[C:14]2[N:18]([C:21]3[CH:26]=[CH:25][C:24]([S:27]([CH3:30])(=[O:29])=[O:28])=[CH:23][C:22]=3[F:31])[N:19]=[CH:20][C:13]=12)[CH2:5][CH:6]1[CH2:7][CH2:8][N:9]([C:33]2[CH:38]=[CH:37][CH:36]=[CH:35][N:34]=2)[CH2:10][CH2:11]1)[CH3:3]. The yield is 0.150. (2) The reactants are [CH3:1][O:2][C:3](=[O:12])[C:4]1[CH:9]=[C:8]([I:10])[CH:7]=[CH:6][C:5]=1[OH:11].Br[CH2:14][C:15]([O:17][CH2:18][CH3:19])=[O:16].[K]. The catalyst is CC(C)=O.C(OCC)(=O)C. The product is [CH3:1][O:2][C:3](=[O:12])[C:4]1[CH:9]=[C:8]([I:10])[CH:7]=[CH:6][C:5]=1[O:11][CH2:14][C:15]([O:17][CH2:18][CH3:19])=[O:16]. The yield is 0.960.